Dataset: Volume of distribution at steady state (VDss) regression data from Lombardo et al.. Task: Regression/Classification. Given a drug SMILES string, predict its absorption, distribution, metabolism, or excretion properties. Task type varies by dataset: regression for continuous measurements (e.g., permeability, clearance, half-life) or binary classification for categorical outcomes (e.g., BBB penetration, CYP inhibition). For this dataset (vdss_lombardo), we predict log10(VDss) (log10 of volume of distribution in L/kg). (1) The molecule is Cc1nnc2n1-c1sc(Br)cc1C(c1ccccc1Cl)=NC2. The log10(VDss) is -0.120. (2) The molecule is COC1CC2CCC(C)C(O)(O2)C(=O)C(=O)N2CCCCC2C(=O)OC(C(C)CC2CCC(OC(=O)C(C)(CO)CO)C(OC)C2)CC(=O)C(C)/C=C(\C)C(O)C(OC)C(=O)C(C)CC(C)/C=C/C=C/C=C/1C. The log10(VDss) is 0.480. (3) The drug is CS(=O)(=O)c1ccc(C2=C(c3ccccc3)C(=O)OC2)cc1. The log10(VDss) is 0.110.